From a dataset of Full USPTO retrosynthesis dataset with 1.9M reactions from patents (1976-2016). Predict the reactants needed to synthesize the given product. (1) Given the product [NH2:13][C@@H:12](/[CH:17]=[CH:18]/[C:19]1[CH:24]=[CH:23][C:22]([N+:25]([O-:27])=[O:26])=[CH:21][CH:20]=1)[CH2:11][OH:10], predict the reactants needed to synthesize it. The reactants are: FC(F)(F)C(O)=O.CC1(C)[N:13](C(O)=O)[C@@H:12](/[CH:17]=[CH:18]/[C:19]2[CH:24]=[CH:23][C:22]([N+:25]([O-:27])=[O:26])=[CH:21][CH:20]=2)[CH2:11][O:10]1.[OH-].[Na+]. (2) Given the product [CH:18]1([NH:17][C:13]2[N:12]=[C:11]([C:10]3[C:9]([C:23]4[CH:28]=[CH:27][C:26]([F:29])=[CH:25][CH:24]=4)=[N:8][N:5]4[CH:6]=[CH:7][C:2]([N:43]=[C:30]([C:31]5[CH:36]=[CH:35][CH:34]=[CH:33][CH:32]=5)[C:37]5[CH:42]=[CH:41][CH:40]=[CH:39][CH:38]=5)=[CH:3][C:4]=34)[CH:16]=[CH:15][N:14]=2)[CH2:22][CH2:21][CH2:20][CH2:19]1, predict the reactants needed to synthesize it. The reactants are: Cl[C:2]1[CH:7]=[CH:6][N:5]2[N:8]=[C:9]([C:23]3[CH:28]=[CH:27][C:26]([F:29])=[CH:25][CH:24]=3)[C:10]([C:11]3[CH:16]=[CH:15][N:14]=[C:13]([NH:17][CH:18]4[CH2:22][CH2:21][CH2:20][CH2:19]4)[N:12]=3)=[C:4]2[CH:3]=1.[C:30](=[NH:43])([C:37]1[CH:42]=[CH:41][CH:40]=[CH:39][CH:38]=1)[C:31]1[CH:36]=[CH:35][CH:34]=[CH:33][CH:32]=1.C1(P(C2C=CC=CC=2)C2C=CC3C(=CC=CC=3)C=2C2C3C(=CC=CC=3)C=CC=2P(C2C=CC=CC=2)C2C=CC=CC=2)C=CC=CC=1.CC(C)([O-])C.[Na+].C(=O)(O)[O-].[Na+].